Dataset: Peptide-MHC class II binding affinity with 134,281 pairs from IEDB. Task: Regression. Given a peptide amino acid sequence and an MHC pseudo amino acid sequence, predict their binding affinity value. This is MHC class II binding data. The peptide sequence is SQPEQEFPQ. The MHC is HLA-DQA10501-DQB10201 with pseudo-sequence HLA-DQA10501-DQB10201. The binding affinity (normalized) is 0.